This data is from HIV replication inhibition screening data with 41,000+ compounds from the AIDS Antiviral Screen. The task is: Binary Classification. Given a drug SMILES string, predict its activity (active/inactive) in a high-throughput screening assay against a specified biological target. (1) The compound is CSc1c(C(=O)Nc2ccccc2)c(N)n(N)c(=O)c1C#N. The result is 0 (inactive). (2) The compound is [N-]=[N+]=C(C(=O)OCC#CCOC(=O)C(=[N+]=[N-])S(=O)(=O)c1ccccc1)S(=O)(=O)c1ccccc1. The result is 0 (inactive). (3) The molecule is Cc1c(C#N)c(N)nc(S)c1C#N. The result is 0 (inactive). (4) The drug is COc1ccc(C2=C(N)c3c(OC)cccc3C2=O)cc1. The result is 0 (inactive).